Dataset: Catalyst prediction with 721,799 reactions and 888 catalyst types from USPTO. Task: Predict which catalyst facilitates the given reaction. (1) Reactant: CC(C)([O-])C.[K+].[C:7]1([S:13]([CH2:16][CH2:17][SH:18])(=[O:15])=[O:14])[CH:12]=[CH:11][CH:10]=[CH:9][CH:8]=1.F[C:20]1[N:34]=[C:33]([F:35])[CH:32]=[CH:31][C:21]=1[C:22]([NH:24][CH2:25][C:26]1[S:27][CH:28]=[CH:29][CH:30]=1)=[O:23].CCCCCC.CC(=O)OCC. Product: [C:7]1([S:13]([CH2:16][CH2:17][S:18][C:20]2[N:34]=[C:33]([F:35])[CH:32]=[CH:31][C:21]=2[C:22]([NH:24][CH2:25][C:26]2[S:27][CH:28]=[CH:29][CH:30]=2)=[O:23])(=[O:15])=[O:14])[CH:8]=[CH:9][CH:10]=[CH:11][CH:12]=1. The catalyst class is: 3. (2) Reactant: [CH3:1][O:2][CH:3]1[C@@H:7]2[O:8]C(C)(C)[O:10][C@@H:6]2[C@@H:5]([CH2:13][N:14]2[C:23]3[CH:22]=[CH:21][CH:20]=[C:19]4[C:24]([CH3:28])([CH3:27])[CH2:25][CH2:26][N:17]([C:18]=34)[C:16](=[O:29])[C:15]2=[O:30])[O:4]1. Product: [OH:10][C@H:6]1[C@@H:7]([OH:8])[CH:3]([O:2][CH3:1])[O:4][C@@H:5]1[CH2:13][N:14]1[C:23]2[CH:22]=[CH:21][CH:20]=[C:19]3[C:24]([CH3:27])([CH3:28])[CH2:25][CH2:26][N:17]([C:18]=23)[C:16](=[O:29])[C:15]1=[O:30]. The catalyst class is: 86. (3) Reactant: [CH3:1][C:2]1[C:10]2[O:9][C:8]([C:11]([O:13][CH3:14])=[O:12])=[CH:7][C:6]=2[CH:5]=[CH:4][CH:3]=1.[Br:15]N1C(=O)CCC1=O.C(OOC(=O)C1C=CC=CC=1)(=O)C1C=CC=CC=1.C1(=O)NC(=O)CC1. Product: [Br:15][CH2:1][C:2]1[C:10]2[O:9][C:8]([C:11]([O:13][CH3:14])=[O:12])=[CH:7][C:6]=2[CH:5]=[CH:4][CH:3]=1. The catalyst class is: 53. (4) Reactant: [OH-].[Li+].[CH2:3]([N:5]1[C:17]2[CH2:16][CH2:15][CH:14]([CH:18]3[CH2:23][CH2:22][O:21][CH2:20][CH2:19]3)[CH2:13][C:12]=2[C:11]2[C:6]1=[CH:7][CH:8]=[C:9]([C:24]([N:26]([CH2:28][CH2:29][CH2:30][C:31]([O:33]C)=[O:32])[CH3:27])=[O:25])[CH:10]=2)[CH3:4].Cl. Product: [CH2:3]([N:5]1[C:17]2[CH2:16][CH2:15][CH:14]([CH:18]3[CH2:19][CH2:20][O:21][CH2:22][CH2:23]3)[CH2:13][C:12]=2[C:11]2[C:6]1=[CH:7][CH:8]=[C:9]([C:24]([N:26]([CH2:28][CH2:29][CH2:30][C:31]([OH:33])=[O:32])[CH3:27])=[O:25])[CH:10]=2)[CH3:4]. The catalyst class is: 24.